Dataset: Reaction yield outcomes from USPTO patents with 853,638 reactions. Task: Predict the reaction yield, written as a fraction of the theoretical maximum amount of product (1.0 means a 100% yield; for example, 0.34 means a 34% yield). (1) The reactants are [CH3:1][S:2]([N:5]1[CH2:10][CH2:9][C:8]2[N:11]([CH2:24][CH2:25][CH:26]=O)[N:12]=[C:13]([C:14]3[CH:19]=[CH:18][C:17]([C:20]([F:23])([F:22])[F:21])=[CH:16][CH:15]=3)[C:7]=2[CH2:6]1)(=[O:4])=[O:3].[N+:28]([C:31]1[CH:36]=[CH:35][CH:34]=[CH:33][C:32]=1[N:37]1[CH2:42][CH2:41][NH:40][CH2:39][CH2:38]1)([O-:30])=[O:29].CC(O)=O.[BH-](OC(C)=O)(OC(C)=O)OC(C)=O.[Na+].C([O-])(O)=O.[Na+]. The catalyst is C(Cl)Cl. The product is [CH3:1][S:2]([N:5]1[CH2:10][CH2:9][C:8]2[N:11]([CH2:24][CH2:25][CH2:26][N:40]3[CH2:41][CH2:42][N:37]([C:32]4[CH:33]=[CH:34][CH:35]=[CH:36][C:31]=4[N+:28]([O-:30])=[O:29])[CH2:38][CH2:39]3)[N:12]=[C:13]([C:14]3[CH:19]=[CH:18][C:17]([C:20]([F:23])([F:22])[F:21])=[CH:16][CH:15]=3)[C:7]=2[CH2:6]1)(=[O:4])=[O:3]. The yield is 0.710. (2) The reactants are [CH3:1][O:2][C:3](=[O:11])[CH2:4]P(OC)(OC)=O.[H-].[Na+].[Si:14]([O:21][CH2:22][CH2:23][CH2:24][CH2:25][CH:26]([C:33]([O:35][CH3:36])=[O:34])[C:27](=O)[C:28]([O:30][CH3:31])=[O:29])([C:17]([CH3:20])([CH3:19])[CH3:18])([CH3:16])[CH3:15]. The catalyst is C1COCC1. The product is [Si:14]([O:21][CH2:22][CH2:23][CH2:24][CH2:25]/[C:26](/[C:33]([O:35][CH3:36])=[O:34])=[C:27](/[C:28]([O:30][CH3:31])=[O:29])\[CH2:4][C:3]([O:2][CH3:1])=[O:11])([C:17]([CH3:20])([CH3:19])[CH3:18])([CH3:16])[CH3:15].[Si:14]([O:21][CH2:22][CH2:23][CH2:24][CH2:25]/[C:26](/[C:33]([O:35][CH3:36])=[O:34])=[C:27](\[C:28]([O:30][CH3:31])=[O:29])/[CH2:4][C:3]([O:2][CH3:1])=[O:11])([C:17]([CH3:20])([CH3:19])[CH3:18])([CH3:16])[CH3:15]. The yield is 0.540.